From a dataset of Reaction yield outcomes from USPTO patents with 853,638 reactions. Predict the reaction yield, written as a fraction of the theoretical maximum amount of product (1.0 means a 100% yield; for example, 0.34 means a 34% yield). (1) The product is [C:18]([O:17][C:15](=[O:16])[N:13]([C@H:10]1[CH2:9][CH2:8][C@H:7]([CH2:6][CH2:5][CH2:4][OH:3])[CH2:12][CH2:11]1)[CH3:14])([CH3:19])([CH3:21])[CH3:20]. The catalyst is C1COCC1. The yield is 0.730. The reactants are C([O:3][C:4](=O)[CH2:5][CH2:6][C@H:7]1[CH2:12][CH2:11][C@H:10]([N:13]([C:15]([O:17][C:18]([CH3:21])([CH3:20])[CH3:19])=[O:16])[CH3:14])[CH2:9][CH2:8]1)C.[Li+].[BH4-].Cl. (2) The reactants are [NH:1]1[CH2:4][CH:3]([NH:5][C:6]2[CH:7]=[CH:8][C:9]3[O:18][CH2:17][CH2:16][C:15]4[CH:14]=[C:13]([C:19]5[N:20]([C:24]6[CH:29]=[CH:28][C:27]([F:30])=[CH:26][C:25]=6[F:31])[N:21]=[CH:22][N:23]=5)[S:12][C:11]=4[C:10]=3[N:32]=2)[CH2:2]1.[CH3:33][S:34](Cl)(=[O:36])=[O:35].CCN(C(C)C)C(C)C.O. The catalyst is C1COCC1. The product is [F:31][C:25]1[CH:26]=[C:27]([F:30])[CH:28]=[CH:29][C:24]=1[N:20]1[C:19]([C:13]2[S:12][C:11]3[C:10]4[N:32]=[C:6]([NH:5][CH:3]5[CH2:4][N:1]([S:34]([CH3:33])(=[O:36])=[O:35])[CH2:2]5)[CH:7]=[CH:8][C:9]=4[O:18][CH2:17][CH2:16][C:15]=3[CH:14]=2)=[N:23][CH:22]=[N:21]1. The yield is 0.110.